Dataset: Forward reaction prediction with 1.9M reactions from USPTO patents (1976-2016). Task: Predict the product of the given reaction. (1) Given the reactants C([C@@H]1COC2=C3C(=CC=C2N1CC)NC(=O)C=C3C(F)(F)F)C.[CH2:24]([C@@H:26]1[CH2:47][O:46][C:29]2=[C:30]3[C:35](=[CH:36][CH:37]=[C:28]2[NH:27]1)[N:34]=[C:33]([O:38][CH:39]([CH3:41])[CH3:40])[CH:32]=[C:31]3[C:42]([F:45])([F:44])[F:43])[CH3:25].[BH4-].[Na+].[Cl:50][C:51]([F:56])([F:55])[C:52](O)=O, predict the reaction product. The product is: [Cl:50][C:51]([F:56])([F:55])[CH2:52][N:27]1[C:28]2[C:29](=[C:30]3[C:35](=[CH:36][CH:37]=2)[N:34]=[C:33]([O:38][CH:39]([CH3:41])[CH3:40])[CH:32]=[C:31]3[C:42]([F:44])([F:45])[F:43])[O:46][CH2:47][C@H:26]1[CH2:24][CH3:25]. (2) The product is: [F:12][C:9]1[CH:10]=[C:11]2[C:6](=[CH:7][CH:8]=1)[N:5]=[CH:4][CH:3]=[C:2]2[N:13]1[CH2:18][CH2:17][CH:16]([CH2:19][C:20]([O:22][CH3:23])=[O:21])[CH2:15][CH2:14]1. Given the reactants Cl[C:2]1[C:11]2[C:6](=[CH:7][CH:8]=[C:9]([F:12])[CH:10]=2)[N:5]=[CH:4][CH:3]=1.[NH:13]1[CH2:18][CH2:17][CH:16]([CH2:19][C:20]([O:22][CH3:23])=[O:21])[CH2:15][CH2:14]1.CCN(C(C)C)C(C)C, predict the reaction product.